From a dataset of Forward reaction prediction with 1.9M reactions from USPTO patents (1976-2016). Predict the product of the given reaction. (1) Given the reactants [F:1][C:2]([F:36])([F:35])[C:3]1[CH:4]=[C:5]([C:13]2([C:31]([F:34])([F:33])[F:32])[O:17][N:16]=[C:15]([C:18]3[CH:26]=[CH:25][C:21]([C:22](O)=[O:23])=[C:20]([C:27]([F:30])([F:29])[F:28])[CH:19]=3)[CH2:14]2)[CH:6]=[C:7]([C:9]([F:12])([F:11])[F:10])[CH:8]=1.CN(C(ON1N=NC2C=CC=NC1=2)=[N+](C)C)C.F[P-](F)(F)(F)(F)F.CCN(C(C)C)C(C)C.[NH2:70][N:71]1[CH2:76][CH2:75][CH2:74][N:73]([CH2:77][C:78]([F:81])([F:80])[F:79])[C:72]1=[O:82], predict the reaction product. The product is: [F:36][C:2]([F:1])([F:35])[C:3]1[CH:4]=[C:5]([C:13]2([C:31]([F:32])([F:33])[F:34])[O:17][N:16]=[C:15]([C:18]3[CH:26]=[CH:25][C:21]([C:22]([NH:70][N:71]4[CH2:76][CH2:75][CH2:74][N:73]([CH2:77][C:78]([F:79])([F:81])[F:80])[C:72]4=[O:82])=[O:23])=[C:20]([C:27]([F:28])([F:29])[F:30])[CH:19]=3)[CH2:14]2)[CH:6]=[C:7]([C:9]([F:12])([F:11])[F:10])[CH:8]=1. (2) Given the reactants [CH3:1][S:2]([C:5]1[CH:6]=[C:7]([CH2:11][C:12]([OH:14])=O)[CH:8]=[CH:9][CH:10]=1)(=[O:4])=[O:3].CCN=C=NCCCN(C)C.Cl.[NH2:27][C:28]1[CH:33]=[C:32]([Cl:34])[CH:31]=[CH:30][C:29]=1[C:35]1[NH:39][C:38](=[O:40])[O:37][N:36]=1, predict the reaction product. The product is: [Cl:34][C:32]1[CH:31]=[CH:30][C:29]([C:35]2[NH:39][C:38](=[O:40])[O:37][N:36]=2)=[C:28]([NH:27][C:12](=[O:14])[CH2:11][C:7]2[CH:8]=[CH:9][CH:10]=[C:5]([S:2]([CH3:1])(=[O:3])=[O:4])[CH:6]=2)[CH:33]=1. (3) Given the reactants [C:1]([N:8]1[CH2:16][CH2:15][CH2:14][C@H:10]([C:11]([OH:13])=O)[CH2:9]1)([O:3][C:4]([CH3:7])([CH3:6])[CH3:5])=[O:2].C1C=NC2N(O)N=NC=2C=1.CCN=C=NCCCN(C)C.Cl.O[NH:40][C:41]([C:43]1[NH:44][CH:45]=[C:46]([CH3:48])[CH:47]=1)=[NH:42], predict the reaction product. The product is: [C:4]([O:3][C:1]([N:8]1[CH2:16][CH2:15][CH2:14][C@H:10]([C:11]2[O:13][N:42]=[C:41]([C:43]3[NH:44][CH:45]=[C:46]([CH3:48])[CH:47]=3)[N:40]=2)[CH2:9]1)=[O:2])([CH3:5])([CH3:6])[CH3:7]. (4) Given the reactants [CH3:1][O:2][C:3]([C:5]1[CH:6]=[N:7][C:8]([Cl:12])=[C:9](Br)[CH:10]=1)=[O:4].[F:13][C:14]1[CH:19]=[CH:18][C:17](B(O)O)=[CH:16][CH:15]=1, predict the reaction product. The product is: [CH3:1][O:2][C:3](=[O:4])[C:5]1[CH:10]=[C:9]([C:17]2[CH:18]=[CH:19][C:14]([F:13])=[CH:15][CH:16]=2)[C:8]([Cl:12])=[N:7][CH:6]=1. (5) Given the reactants Br[C:2]1[CH:7]=[CH:6][C:5]([C:8]2([C:11]([NH:13][NH:14]C(OC(C)(C)C)=O)=[O:12])[CH2:10][CH2:9]2)=[CH:4][CH:3]=1.[CH3:22][C:23]1[N:28]=[CH:27][C:26](B(O)O)=[CH:25][N:24]=1.C(=O)([O-])[O-].[K+].[K+].Cl.O1CCOCC1, predict the reaction product. The product is: [CH3:22][C:23]1[N:28]=[CH:27][C:26]([C:2]2[CH:3]=[CH:4][C:5]([C:8]3([C:11]([NH:13][NH2:14])=[O:12])[CH2:9][CH2:10]3)=[CH:6][CH:7]=2)=[CH:25][N:24]=1. (6) The product is: [OH:4][CH2:3][C:2]([NH:1][S:17]([C:13]1[S:12][C:11]([NH:10][C:7](=[O:9])[CH3:8])=[N:15][C:14]=1[CH3:16])(=[O:18])=[O:19])([CH3:6])[CH3:5]. Given the reactants [NH2:1][C:2]([CH3:6])([CH3:5])[CH2:3][OH:4].[C:7]([NH:10][C:11]1[S:12][C:13]([S:17](Cl)(=[O:19])=[O:18])=[C:14]([CH3:16])[N:15]=1)(=[O:9])[CH3:8].C(N(CC)CC)C.O, predict the reaction product. (7) Given the reactants [CH3:1][NH2:2].[F:3][C:4]1[C:9]2[N:10]([CH3:15])[C:11](=[O:14])[O:12][CH2:13][C:8]=2[CH:7]=[C:6]([N:16]2[CH2:20][C@H:19]([C:21]([O:23]C)=O)[O:18][C:17]2=[O:25])[CH:5]=1, predict the reaction product. The product is: [F:3][C:4]1[C:9]2[N:10]([CH3:15])[C:11](=[O:14])[O:12][CH2:13][C:8]=2[CH:7]=[C:6]([N:16]2[CH2:20][C@H:19]([C:21]([NH:2][CH3:1])=[O:23])[O:18][C:17]2=[O:25])[CH:5]=1.